From a dataset of Full USPTO retrosynthesis dataset with 1.9M reactions from patents (1976-2016). Predict the reactants needed to synthesize the given product. (1) Given the product [CH:1]1([CH:4]([C:10]2[CH:15]=[CH:14][C:13]([O:16][CH3:17])=[C:12]([O:18][CH2:28][C:26]3[CH:25]=[CH:24][C:23]([C:30]4[CH:35]=[C:34]([O:36][CH3:37])[CH:33]=[CH:32][C:31]=4[F:38])=[C:22]([CH2:21][C:20]([CH3:40])([CH3:39])[CH3:19])[N:27]=3)[CH:11]=2)[CH2:5][C:6]([O:8][CH3:9])=[O:7])[CH2:2][CH2:3]1, predict the reactants needed to synthesize it. The reactants are: [CH:1]1([CH:4]([C:10]2[CH:15]=[CH:14][C:13]([O:16][CH3:17])=[C:12]([OH:18])[CH:11]=2)[CH2:5][C:6]([O:8][CH3:9])=[O:7])[CH2:3][CH2:2]1.[CH3:19][C:20]([CH3:40])([CH3:39])[CH2:21][C:22]1[N:27]=[C:26]([CH2:28]O)[CH:25]=[CH:24][C:23]=1[C:30]1[CH:35]=[C:34]([O:36][CH3:37])[CH:33]=[CH:32][C:31]=1[F:38].N(C(N1CCCCC1)=O)=NC(N1CCCCC1)=O.C(P(CCCC)CCCC)CCC. (2) Given the product [C:28]1([C:31]2[CH:36]=[CH:35][CH:34]=[CH:33][CH:32]=2)[CH:29]=[CH:30][C:25]([N:9]2[C:8]3[CH:7]=[C:6]4[C:16]5[C:21]([N:22]([C:61]6[CH:60]=[CH:59][C:49]([C:46]7[CH:47]=[CH:52][CH:51]=[CH:50][CH:48]=7)=[CH:62][CH:56]=6)[C:5]4=[CH:4][C:3]=3[C:2]([CH3:23])([CH3:1])[C:15]3[CH:14]=[CH:13][CH:12]=[CH:11][C:10]2=3)=[CH:20][CH:19]=[CH:18][CH:17]=5)=[CH:26][CH:27]=1, predict the reactants needed to synthesize it. The reactants are: [CH3:1][C:2]1([CH3:23])[C:15]2[CH:14]=[CH:13][CH:12]=[CH:11][C:10]=2[NH:9][C:8]2[CH:7]=[C:6]3[C:16]4[C:21]([NH:22][C:5]3=[CH:4][C:3]1=2)=[CH:20][CH:19]=[CH:18][CH:17]=4.Br[C:25]1[CH:30]=[CH:29][C:28]([C:31]2[CH:36]=[CH:35][CH:34]=[CH:33][CH:32]=2)=[CH:27][CH:26]=1.[C:46](P([C:46]([CH3:49])([CH3:48])[CH3:47])[C:46]([CH3:49])([CH3:48])[CH3:47])([CH3:49])([CH3:48])[CH3:47].[CH3:50][C:51]([O-])(C)[CH3:52].[Na+].[C:56]1([CH3:62])[CH:61]=[CH:60][CH:59]=CC=1. (3) Given the product [Br:7][C:8]1[O:12][C:11]([CH2:13][C:15]2[CH:20]=[CH:19][C:18]([F:21])=[CH:17][CH:16]=2)=[CH:10][CH:9]=1, predict the reactants needed to synthesize it. The reactants are: [Cl-].[Al+3].[Cl-].[Cl-].[BH4-].[Na+].[Br:7][C:8]1[O:12][C:11]([C:13]([C:15]2[CH:20]=[CH:19][C:18]([F:21])=[CH:17][CH:16]=2)=O)=[CH:10][CH:9]=1.O. (4) Given the product [ClH:1].[CH:27]1[C:28]2[NH:29][C:30]3[C:35](=[CH:34][CH:33]=[CH:32][CH:31]=3)[C:36]=2[CH:37]=[CH:38][C:26]=1[O:25][CH2:24][CH2:23][NH:22][CH2:21][CH:20]([C:18]1[C:17]([OH:40])=[CH:16][CH:15]=[C:14]([NH:9][S:10]([CH3:13])(=[O:12])=[O:11])[CH:19]=1)[OH:39], predict the reactants needed to synthesize it. The reactants are: [ClH:1].C([N:9]([C:14]1[CH:19]=[C:18]([CH:20]([OH:39])[CH2:21][NH:22][CH2:23][CH2:24][O:25][C:26]2[CH:38]=[CH:37][C:36]3[C:35]4[C:30](=[CH:31][CH:32]=[CH:33][CH:34]=4)[NH:29][C:28]=3[CH:27]=2)[C:17]([OH:40])=[CH:16][CH:15]=1)[S:10]([CH3:13])(=[O:12])=[O:11])C1C=CC=CC=1. (5) Given the product [CH3:9][C:4]1[CH:5]=[C:6]([CH3:8])[CH:7]=[C:2]([C:13]2[CH:12]=[N:11][CH:16]=[CH:15][CH:14]=2)[C:3]=1[OH:10], predict the reactants needed to synthesize it. The reactants are: Br[C:2]1[CH:7]=[C:6]([CH3:8])[CH:5]=[C:4]([CH3:9])[C:3]=1[OH:10].[N:11]1[CH:16]=[CH:15][CH:14]=[C:13](B(O)O)[CH:12]=1.C(=O)([O-])[O-].[Na+].[Na+].O. (6) The reactants are: [NH:1]1[CH2:6][CH2:5][CH2:4][CH2:3][CH2:2]1.BrCC(OC)=O.[C:13]([O:16][CH2:17][CH3:18])(=[O:15])[CH3:14]. Given the product [CH2:17]([O:16][C:13](=[O:15])[CH2:14][N:1]1[CH2:6][CH2:5][CH2:4][CH2:3][CH2:2]1)[CH3:18], predict the reactants needed to synthesize it.